Dataset: CYP1A2 inhibition data for predicting drug metabolism from PubChem BioAssay. Task: Regression/Classification. Given a drug SMILES string, predict its absorption, distribution, metabolism, or excretion properties. Task type varies by dataset: regression for continuous measurements (e.g., permeability, clearance, half-life) or binary classification for categorical outcomes (e.g., BBB penetration, CYP inhibition). Dataset: cyp1a2_veith. (1) The molecule is CC(=O)OC[C@@H]1O[C@@H](O/N=C2/C[C@@H](O)[C@@H](O)[C@H]3[C@@H]2CC[C@@H]2C(=O)N(Cc4ccccc4)C(=O)[C@H]23)[C@H](OC(C)=O)[C@H](OC(C)=O)[C@@H]1OC(C)=O. The result is 0 (non-inhibitor). (2) The molecule is Cc1cccc(-n2cccc2)c1C#N. The result is 1 (inhibitor). (3) The result is 0 (non-inhibitor). The drug is Cc1ccc(OCC(=O)NNC(=O)c2cc3ccccc3o2)cc1. (4) The compound is O=C(c1cc(Cl)c(=O)n(Cc2ccc(Cl)cc2)c1)N1CCOCC1. The result is 0 (non-inhibitor).